From a dataset of Retrosynthesis with 50K atom-mapped reactions and 10 reaction types from USPTO. Predict the reactants needed to synthesize the given product. (1) Given the product N#Cc1cc(F)c(Cl)cc1O[C@H](CCN)c1ccoc1, predict the reactants needed to synthesize it. The reactants are: CC(C)(C)OC(=O)NCC[C@@H](Oc1cc(Cl)c(F)cc1C#N)c1ccoc1. (2) Given the product CC(C)(C)c1ccc(C(=O)CCCN2CCC(C(=O)c3nc4ccccc4n3Cc3ccc(F)cc3)CC2)cc1, predict the reactants needed to synthesize it. The reactants are: CC(C)(C)c1ccc(C(=O)CCCCl)cc1.O=C(c1nc2ccccc2n1Cc1ccc(F)cc1)C1CCNCC1. (3) Given the product OCC1(Cc2ccc(F)cc2)CCNCC1, predict the reactants needed to synthesize it. The reactants are: CC(C)(C)OC(=O)N1CCC(CO)(Cc2ccc(F)cc2)CC1. (4) The reactants are: CC1(C)OB(Cc2ccccc2)OC1(C)C.Cn1nc(-c2ccccc2OS(=O)(=O)C(F)(F)F)ccc1=O. Given the product Cn1nc(-c2ccccc2Cc2ccccc2)ccc1=O, predict the reactants needed to synthesize it. (5) Given the product O=C(Nc1ncc(C(F)F)cc1[N+](=O)[O-])C(F)F, predict the reactants needed to synthesize it. The reactants are: Nc1ncc(C(F)F)cc1[N+](=O)[O-].O=C(OC(=O)C(F)F)C(F)F. (6) Given the product O=C(O)c1cccc(CNC(=O)c2cccnc2SCCCc2ccc(F)cc2)c1, predict the reactants needed to synthesize it. The reactants are: COC(=O)c1cccc(CNC(=O)c2cccnc2SCCCc2ccc(F)cc2)c1. (7) Given the product COc1ccc(-c2cn(CCN3CCCCC3)nc2OCc2ccccc2)cc1, predict the reactants needed to synthesize it. The reactants are: Brc1cn(CCN2CCCCC2)nc1OCc1ccccc1.COc1ccc(B(O)O)cc1. (8) Given the product COC(=O)[C@H](CCSC)NC(=O)c1ccc(C(=O)Nc2ccccn2)cc1-c1ccccc1, predict the reactants needed to synthesize it. The reactants are: COC(=O)[C@H](CCSC)NC(=O)c1ccc(C(=O)O)cc1-c1ccccc1.Nc1ccccn1.